From a dataset of Full USPTO retrosynthesis dataset with 1.9M reactions from patents (1976-2016). Predict the reactants needed to synthesize the given product. (1) The reactants are: C([O:4][C@@H:5]1[C@H:9]([O:10][CH2:11][C:12]2[CH:17]=[CH:16][CH:15]=[CH:14][CH:13]=2)[C@@:8]([CH2:37][O:38][S:39]([C:42]2[CH:47]=[CH:46][C:45]([CH3:48])=[CH:44][CH:43]=2)(=[O:41])=[O:40])([CH2:18][O:19][Si:20]([C:33]([CH3:36])([CH3:35])[CH3:34])([C:27]2[CH:32]=[CH:31][CH:30]=[CH:29][CH:28]=2)[C:21]2[CH:26]=[CH:25][CH:24]=[CH:23][CH:22]=2)[O:7][C@H:6]1[N:49]1[C:64]2[N:63]=[C:56]([NH:57][C:58](=[O:62])[CH:59]([CH3:61])[CH3:60])[NH:55][C:53](=[O:54])[C:52]=2[N:51]=[CH:50]1)(=O)C.C(=O)([O-])[O-].[K+].[K+].Cl. Given the product [CH2:11]([O:10][C@@H:9]1[C@@:8]([CH2:37][O:38][S:39]([C:42]2[CH:43]=[CH:44][C:45]([CH3:48])=[CH:46][CH:47]=2)(=[O:40])=[O:41])([CH2:18][O:19][Si:20]([C:33]([CH3:34])([CH3:36])[CH3:35])([C:27]2[CH:32]=[CH:31][CH:30]=[CH:29][CH:28]=2)[C:21]2[CH:22]=[CH:23][CH:24]=[CH:25][CH:26]=2)[O:7][C@@H:6]([N:49]2[C:64]3[N:63]=[C:56]([NH:57][C:58](=[O:62])[CH:59]([CH3:60])[CH3:61])[NH:55][C:53](=[O:54])[C:52]=3[N:51]=[CH:50]2)[C@@H:5]1[OH:4])[C:12]1[CH:13]=[CH:14][CH:15]=[CH:16][CH:17]=1, predict the reactants needed to synthesize it. (2) Given the product [C:1]([C:5]1[S:9]/[C:8](=[N:10]\[C:11](=[O:21])[C:12]2[CH:17]=[C:16]([Cl:18])[CH:15]=[CH:14][C:13]=2[O:19][CH3:20])/[N:7]([CH2:25][C:26]2[N:27]=[C:28]([CH3:31])[S:29][CH:30]=2)[CH:6]=1)([CH3:4])([CH3:2])[CH3:3], predict the reactants needed to synthesize it. The reactants are: [C:1]([C:5]1[S:9][C:8]([NH:10][C:11](=[O:21])[C:12]2[CH:17]=[C:16]([Cl:18])[CH:15]=[CH:14][C:13]=2[O:19][CH3:20])=[N:7][CH:6]=1)([CH3:4])([CH3:3])[CH3:2].[H-].[Na+].Cl[CH2:25][C:26]1[N:27]=[C:28]([CH3:31])[S:29][CH:30]=1.O. (3) Given the product [O:15]=[C:10]1[N:9]2[CH:13]([CH2:14][CH:6]([CH2:5][C:4]([OH:16])=[O:3])[CH2:7][CH2:8]2)[CH2:12][CH2:11]1, predict the reactants needed to synthesize it. The reactants are: C([O:3][C:4](=[O:16])[CH2:5][CH:6]1[CH2:14][CH:13]2[N:9]([C:10](=[O:15])[CH2:11][CH2:12]2)[CH2:8][CH2:7]1)C.[OH-].[Na+]. (4) Given the product [CH2:2]([O:4][C:5](=[O:33])[CH2:6][N:7]([CH2:8][C:9]1[CH:14]=[CH:13][CH:12]=[C:11]([CH2:15][O:16][C:17]2[CH:18]=[CH:19][C:20]([C:23]3[CH:28]=[C:27]([F:29])[C:26]([F:30])=[CH:25][C:24]=3[O:31][CH3:32])=[CH:21][CH:22]=2)[CH:10]=1)[CH2:35][CH3:36])[CH3:3], predict the reactants needed to synthesize it. The reactants are: Cl.[CH2:2]([O:4][C:5](=[O:33])[CH2:6][NH:7][CH2:8][C:9]1[CH:14]=[CH:13][CH:12]=[C:11]([CH2:15][O:16][C:17]2[CH:22]=[CH:21][C:20]([C:23]3[CH:28]=[C:27]([F:29])[C:26]([F:30])=[CH:25][C:24]=3[O:31][CH3:32])=[CH:19][CH:18]=2)[CH:10]=1)[CH3:3].I[CH2:35][CH3:36].C(N(CC)CC)C. (5) Given the product [O:20]1[C:24]2[CH:25]=[CH:26][C:27]([CH2:29][NH:30][C:2]3[N:19]=[C:5]4[CH:6]=[CH:7][C:8]([S:10]([N:13]5[CH2:18][CH2:17][CH2:16][CH2:15][CH2:14]5)(=[O:12])=[O:11])=[CH:9][N:4]4[N:3]=3)=[CH:28][C:23]=2[O:22][CH2:21]1, predict the reactants needed to synthesize it. The reactants are: Cl[C:2]1[N:19]=[C:5]2[CH:6]=[CH:7][C:8]([S:10]([N:13]3[CH2:18][CH2:17][CH2:16][CH2:15][CH2:14]3)(=[O:12])=[O:11])=[CH:9][N:4]2[N:3]=1.[O:20]1[C:24]2[CH:25]=[CH:26][C:27]([CH2:29][NH2:30])=[CH:28][C:23]=2[O:22][CH2:21]1. (6) Given the product [ClH:1].[NH2:28][C@@H:32]1[CH2:34][CH2:35][CH2:36][C@H:31]1[NH:30][C:11]([C:6]1[NH:7][C:8]2[C:4]([CH:5]=1)=[CH:3][C:2]([Cl:1])=[CH:10][CH:9]=2)=[O:13], predict the reactants needed to synthesize it. The reactants are: [Cl:1][C:2]1[CH:3]=[C:4]2[C:8](=[CH:9][CH:10]=1)[NH:7][C:6]([C:11]([OH:13])=O)=[CH:5]2.Cl.CN(C)CCCN=C=NCC.O.O[N:28]1[C:32]2C=[CH:34][CH:35]=[CH:36][C:31]=2[N:30]=N1.FC(F)(F)C(O)=O. (7) Given the product [Cl:1][C:2]1[CH:7]=[CH:6][N:5]=[C:4]([CH2:8][NH:9][C:10]2[O:11][C:12]3[C:18]([O:19][CH3:20])=[CH:17][C:16]([C:21]([N:29]4[C@H:28]([CH2:31][CH2:32][OH:33])[CH2:27][O:26][C:25]([CH3:34])([CH3:24])[CH2:30]4)=[O:23])=[CH:15][C:13]=3[N:14]=2)[CH:3]=1, predict the reactants needed to synthesize it. The reactants are: [Cl:1][C:2]1[CH:7]=[CH:6][N:5]=[C:4]([CH2:8][NH:9][C:10]2[O:11][C:12]3[C:18]([O:19][CH3:20])=[CH:17][C:16]([C:21]([OH:23])=O)=[CH:15][C:13]=3[N:14]=2)[CH:3]=1.[CH3:24][C:25]1([CH3:34])[CH2:30][NH:29][C@H:28]([CH2:31][CH2:32][OH:33])[CH2:27][O:26]1.C(N(CC)C(C)C)(C)C.CN(C(ON1N=NC2C=CC=NC1=2)=[N+](C)C)C.F[P-](F)(F)(F)(F)F. (8) Given the product [Br:1][C:2]1[CH:3]=[N:4][C:5]([CH2:8][Br:16])=[N:6][CH:7]=1, predict the reactants needed to synthesize it. The reactants are: [Br:1][C:2]1[CH:3]=[N:4][C:5]([CH3:8])=[N:6][CH:7]=1.C1C(=O)N([Br:16])C(=O)C1.C(OOC(=O)C1C=CC=CC=1)(=O)C1C=CC=CC=1. (9) Given the product [C:25]([O:24][C:23]([NH:22][CH2:21][C@H:20]([C:30]1[CH:31]=[CH:32][C:33]([Cl:36])=[CH:34][CH:35]=1)[C:19]([OH:37])=[O:39])=[O:29])([CH3:26])([CH3:27])[CH3:28], predict the reactants needed to synthesize it. The reactants are: OO.O[Li].O.C([C@@H]1COC(=O)N1[C:19](=[O:37])[C@@H:20]([C:30]1[CH:35]=[CH:34][C:33]([Cl:36])=[CH:32][CH:31]=1)[CH2:21][NH:22][C:23](=[O:29])[O:24][C:25]([CH3:28])([CH3:27])[CH3:26])C1C=CC=CC=1.C[O:39]C1C=C(OC)C=CC=1C=O.[O-]S([O-])=O.[Na+].[Na+]. (10) Given the product [CH3:36][C:34]1[C:29]2[NH:30][C:31](=[O:33])[O:32][C:28]=2[CH:27]=[C:26]([O:25][C:20]2[CH:19]=[C:18]([N:1]3[CH2:2][CH2:3][C:4]4([C:15]5[C:10](=[N:11][CH:12]=[CH:13][CH:14]=5)[NH:9][C:8](=[O:16])[CH2:7]4)[CH2:5][CH2:6]3)[N:23]=[C:22]([CH3:24])[N:21]=2)[CH:35]=1, predict the reactants needed to synthesize it. The reactants are: [NH:1]1[CH2:6][CH2:5][C:4]2([C:15]3[C:10](=[N:11][CH:12]=[CH:13][CH:14]=3)[NH:9][C:8](=[O:16])[CH2:7]2)[CH2:3][CH2:2]1.Cl[C:18]1[N:23]=[C:22]([CH3:24])[N:21]=[C:20]([O:25][C:26]2[CH:35]=[C:34]([CH3:36])[C:29]3[NH:30][C:31](=[O:33])[O:32][C:28]=3[CH:27]=2)[CH:19]=1.CCN(C(C)C)C(C)C.